From a dataset of Full USPTO retrosynthesis dataset with 1.9M reactions from patents (1976-2016). Predict the reactants needed to synthesize the given product. (1) Given the product [Cl:17][C:11]1[CH:10]=[C:9]([C:6]2[CH:7]=[CH:8][N:4]([CH2:3][CH2:2][NH:1][C:29]([C:26]3[CH:25]=[C:24]([C:20]4[CH:19]=[N:18][CH:23]=[CH:22][CH:21]=4)[NH:28][N:27]=3)=[O:30])[N:5]=2)[CH:16]=[CH:15][C:12]=1[C:13]#[N:14], predict the reactants needed to synthesize it. The reactants are: [NH2:1][CH2:2][CH2:3][N:4]1[CH:8]=[CH:7][C:6]([C:9]2[CH:16]=[CH:15][C:12]([C:13]#[N:14])=[C:11]([Cl:17])[CH:10]=2)=[N:5]1.[N:18]1[CH:23]=[CH:22][CH:21]=[C:20]([C:24]2[CH2:25][C:26]([C:29](O)=[O:30])=[N:27][N:28]=2)[CH:19]=1.CCN(C(C)C)C(C)C.C1C=CC2N(O)N=NC=2C=1.CCN=C=NCCCN(C)C. (2) Given the product [CH3:16][S:13]([C:10]1[CH:11]=[CH:12][C:6]2[CH2:5][O:4][CH:3]([CH2:2][N:17]3[CH2:20][CH2:19][CH2:18]3)[O:8][C:7]=2[CH:9]=1)(=[O:15])=[O:14], predict the reactants needed to synthesize it. The reactants are: Br[CH2:2][CH:3]1[O:8][C:7]2[CH:9]=[C:10]([S:13]([CH3:16])(=[O:15])=[O:14])[CH:11]=[CH:12][C:6]=2[CH2:5][O:4]1.[NH:17]1[CH2:20][CH2:19][CH2:18]1. (3) Given the product [F:35][CH:2]([F:1])[C:3]1[CH:12]=[C:11]2[C:6]([CH2:7][CH2:8][CH2:9][N:10]2[C:13]2[C:17]3[CH2:18][N:19]([C:22]([O:24][C:25]([CH3:26])([CH3:27])[CH3:28])=[O:23])[CH2:20][CH2:21][C:16]=3[N:15]([CH:56]3[CH2:55][CH2:54][N:53]([CH2:52][O:51][CH2:50][CH2:49][Si:48]([CH3:60])([CH3:47])[CH3:61])[C:58](=[O:59])[CH2:57]3)[N:14]=2)=[CH:5][C:4]=1[C:29]1[CH:30]=[N:31][N:32]([CH3:34])[CH:33]=1, predict the reactants needed to synthesize it. The reactants are: [F:1][CH:2]([F:35])[C:3]1[CH:12]=[C:11]2[C:6]([CH2:7][CH2:8][CH2:9][N:10]2[C:13]2[C:17]3[CH2:18][N:19]([C:22]([O:24][C:25]([CH3:28])([CH3:27])[CH3:26])=[O:23])[CH2:20][CH2:21][C:16]=3[NH:15][N:14]=2)=[CH:5][C:4]=1[C:29]1[CH:30]=[N:31][N:32]([CH3:34])[CH:33]=1.N1CCCN2CCCCCC=12.[CH3:47][Si:48]([CH3:61])([CH3:60])[CH2:49][CH2:50][O:51][CH2:52][N:53]1[C:58](=[O:59])[CH:57]=[CH:56][CH2:55][CH2:54]1. (4) Given the product [NH2:14][C:15]1[N:19]=[C:18]([C:20]2[C:21]([CH3:40])=[C:22]([C:30]3[CH:35]=[CH:34][CH:33]=[C:32]([C:36]([F:39])([F:38])[F:37])[CH:31]=3)[C:23]3[N:24]([N:26]=[C:27]([NH2:29])[N:28]=3)[CH:25]=2)[N:17]([C:41]2[CH:42]=[CH:43][C:44]([C:47]#[N:48])=[CH:45][CH:46]=2)[N:16]=1, predict the reactants needed to synthesize it. The reactants are: FC(F)(F)C(O)=O.C(OC(=O)[NH:14][C:15]1[N:19]=[C:18]([C:20]2[C:21]([CH3:40])=[C:22]([C:30]3[CH:35]=[CH:34][CH:33]=[C:32]([C:36]([F:39])([F:38])[F:37])[CH:31]=3)[C:23]3[N:24]([N:26]=[C:27]([NH2:29])[N:28]=3)[CH:25]=2)[N:17]([C:41]2[CH:46]=[CH:45][C:44]([C:47]#[N:48])=[CH:43][CH:42]=2)[N:16]=1)(C)(C)C.C([O-])(O)=O.[Na+]. (5) Given the product [Cl:1][C:2]1[CH:3]=[C:4]([C:9]2([C:25]([F:26])([F:28])[F:27])[O:13][N:12]=[C:11]([C:14]3[CH:23]=[CH:22][C:17]([C:18]4[N:19]=[C:29]([CH3:30])[O:21][N:20]=4)=[C:16]([CH3:24])[CH:15]=3)[CH2:10]2)[CH:5]=[C:6]([Cl:8])[CH:7]=1, predict the reactants needed to synthesize it. The reactants are: [Cl:1][C:2]1[CH:3]=[C:4]([C:9]2([C:25]([F:28])([F:27])[F:26])[O:13][N:12]=[C:11]([C:14]3[CH:23]=[CH:22][C:17]([C:18]([NH:20][OH:21])=[NH:19])=[C:16]([CH3:24])[CH:15]=3)[CH2:10]2)[CH:5]=[C:6]([Cl:8])[CH:7]=1.[C:29](Cl)(=O)[CH3:30].O.CCOC(C)=O. (6) Given the product [CH2:1]([N:3]([CH2:9][OH:10])[C:4]([O:6][CH2:7][CH3:8])=[O:5])[CH3:2], predict the reactants needed to synthesize it. The reactants are: [CH2:1]([NH:3][C:4]([O:6][CH2:7][CH3:8])=[O:5])[CH3:2].[CH2:9]=[O:10]. (7) Given the product [Br:1][C:2]1[CH:7]=[CH:6][C:5]([C@@H:8]([NH:10][C:11]([C:13]2[CH:14]=[C:15]3[C:19](=[CH:20][CH:21]=2)[N:18]([CH2:22][C:23]2[CH:28]=[CH:27][C:26]([C:29]4[C:30]([C:35]([OH:37])=[O:36])=[CH:31][CH:32]=[CH:33][CH:34]=4)=[CH:25][CH:24]=2)[N:17]=[C:16]3[CH3:42])=[O:12])[CH3:9])=[CH:4][CH:3]=1, predict the reactants needed to synthesize it. The reactants are: [Br:1][C:2]1[CH:7]=[CH:6][C:5]([C@@H:8]([NH:10][C:11]([C:13]2[CH:14]=[C:15]3[C:19](=[CH:20][CH:21]=2)[N:18]([CH2:22][C:23]2[CH:28]=[CH:27][C:26]([C:29]4[C:30]([C:35]([O:37]C(C)(C)C)=[O:36])=[CH:31][CH:32]=[CH:33][CH:34]=4)=[CH:25][CH:24]=2)[N:17]=[C:16]3[CH3:42])=[O:12])[CH3:9])=[CH:4][CH:3]=1.